From a dataset of Catalyst prediction with 721,799 reactions and 888 catalyst types from USPTO. Predict which catalyst facilitates the given reaction. (1) Reactant: [NH2:1][C@@H:2]1[CH2:7][CH2:6][C@H:5]([C:8]([OH:10])=[O:9])[CH2:4][CH2:3]1.[OH-].[Na+].[C:13](O[C:13]([O:15][C:16]([CH3:19])([CH3:18])[CH3:17])=[O:14])([O:15][C:16]([CH3:19])([CH3:18])[CH3:17])=[O:14].S([O-])(O)(=O)=O.[K+]. Product: [CH3:17][C:16]([O:15][C:13]([NH:1][C@@H:2]1[CH2:7][CH2:6][C@H:5]([C:8]([OH:10])=[O:9])[CH2:4][CH2:3]1)=[O:14])([CH3:19])[CH3:18]. The catalyst class is: 12. (2) Reactant: [Cl:1][C:2]1[CH:7]=[CH:6][CH:5]=[CH:4][C:3]=1[CH:8]1[CH2:11][CH2:10][C:9]1=O.Cl.[OH:14][NH2:15].C([O-])([O-])=O.[K+].[K+]. Product: [Cl:1][C:2]1[CH:7]=[CH:6][CH:5]=[CH:4][C:3]=1[CH:8]1[CH2:11][CH2:10][C:9]1=[N:15][OH:14]. The catalyst class is: 8. (3) Product: [OH:18][CH:19]1[CH2:22][N:21]([C:23]2[S:24][CH:25]=[C:26]([C:28]([N:30]3[CH2:33][CH:32]([O:34][CH3:35])[CH2:31]3)=[O:29])[N:27]=2)[CH2:20]1. Reactant: [Si]([O:18][CH:19]1[CH2:22][N:21]([C:23]2[S:24][CH:25]=[C:26]([C:28]([N:30]3[CH2:33][CH:32]([O:34][CH3:35])[CH2:31]3)=[O:29])[N:27]=2)[CH2:20]1)(C(C)(C)C)(C1C=CC=CC=1)C1C=CC=CC=1.[F-].C([N+](CCCC)(CCCC)CCCC)CCC. The catalyst class is: 7. (4) The catalyst class is: 4. Reactant: [CH2:1]([O:3][CH2:4][C:5]1[C:9]2[CH:10]=[N:11][C:12]([NH:14][C:15]([NH:17][C@@H:18]([C:20]3[CH:25]=[CH:24][CH:23]=[CH:22][CH:21]=3)[CH3:19])=[O:16])=[CH:13][C:8]=2[N:7](C(C2C=CC=CC=2)(C2C=CC=CC=2)C2C=CC=CC=2)[N:6]=1)[CH3:2].FC(F)(F)C(O)=O.C([SiH](CC)CC)C. Product: [CH2:1]([O:3][CH2:4][C:5]1[C:9]2[CH:10]=[N:11][C:12]([NH:14][C:15]([NH:17][C@@H:18]([C:20]3[CH:21]=[CH:22][CH:23]=[CH:24][CH:25]=3)[CH3:19])=[O:16])=[CH:13][C:8]=2[NH:7][N:6]=1)[CH3:2]. (5) Reactant: [CH2:1]1[CH:5]2[CH2:6][NH:7][CH2:8][CH:4]2[CH2:3][O:2]1.CCN(CC)CC.[CH3:16][C:17]([O:20][C:21](O[C:21]([O:20][C:17]([CH3:19])([CH3:18])[CH3:16])=[O:22])=[O:22])([CH3:19])[CH3:18]. Product: [CH2:1]1[CH:5]2[CH2:6][N:7]([C:21]([O:20][C:17]([CH3:19])([CH3:18])[CH3:16])=[O:22])[CH2:8][CH:4]2[CH2:3][O:2]1. The catalyst class is: 2. (6) Reactant: Cl.[C:2]([C:4]1[CH:5]=[C:6]([NH:10][C:11]2[C:20]3[C:15](=[CH:16][C:17]([O:24][C@H:25]4[CH2:29][CH2:28][O:27][CH2:26]4)=[C:18]([N+:21]([O-])=O)[CH:19]=3)[N:14]=[CH:13][N:12]=2)[CH:7]=[CH:8][CH:9]=1)#[CH:3].[OH-].[Na+]. The catalyst class is: 447. Product: [C:2]([C:4]1[CH:5]=[C:6]([NH:10][C:11]2[C:20]3[C:15](=[CH:16][C:17]([O:24][C@H:25]4[CH2:29][CH2:28][O:27][CH2:26]4)=[C:18]([NH2:21])[CH:19]=3)[N:14]=[CH:13][N:12]=2)[CH:7]=[CH:8][CH:9]=1)#[CH:3]. (7) Reactant: [C:1]([O:5][C:6]([N:8]1[C:16]2[C:11](=[CH:12][CH:13]=[C:14]([O:17][CH2:18][CH2:19][CH2:20]Br)[CH:15]=2)[CH:10]=[C:9]1[C:22]1[C:23]2[S:36][C:35]([C:37]3[CH:42]=[CH:41][CH:40]=[CH:39][CH:38]=3)=[CH:34][C:24]=2[N:25]([C:27]([O:29][C:30]([CH3:33])([CH3:32])[CH3:31])=[O:28])[N:26]=1)=[O:7])([CH3:4])([CH3:3])[CH3:2].[OH:43][CH:44]1[CH2:49][CH2:48][CH2:47][NH:46][CH2:45]1.C(=O)([O-])[O-].[K+].[K+].[I-].[K+]. Product: [C:1]([O:5][C:6]([N:8]1[C:16]2[C:11](=[CH:12][CH:13]=[C:14]([O:17][CH2:18][CH2:19][CH2:20][N:46]3[CH2:47][CH2:48][CH2:49][CH:44]([OH:43])[CH2:45]3)[CH:15]=2)[CH:10]=[C:9]1[C:22]1[C:23]2[S:36][C:35]([C:37]3[CH:42]=[CH:41][CH:40]=[CH:39][CH:38]=3)=[CH:34][C:24]=2[N:25]([C:27]([O:29][C:30]([CH3:33])([CH3:32])[CH3:31])=[O:28])[N:26]=1)=[O:7])([CH3:4])([CH3:3])[CH3:2]. The catalyst class is: 10. (8) Reactant: ClC1C(O[C:13]2[CH:18]=[C:17]([O:19][CH2:20][O:21]C)C=CC=2CCCO)=NC=C(C(F)(F)F)C=1.Cl[S:28]([N:31]=C=O)(=[O:30])=[O:29].[NH2:34][CH2:35][CH2:36][O:37][CH:38]([CH3:40])[CH3:39].Cl. Product: [CH:38]([O:37][CH2:36][CH2:35][NH:34][S:28]([NH:31][C:20](=[O:21])[O:19][CH2:17][CH2:18][CH3:13])(=[O:30])=[O:29])([CH3:40])[CH3:39]. The catalyst class is: 852. (9) Reactant: [NH2:1][C:2]1[C:11]2[N:10]=[CH:9][C:8]([CH2:12][CH2:13][C:14]3[CH:19]=[CH:18][C:17]([O:20][CH2:21][CH2:22][O:23][CH2:24][CH2:25][C:26]([P:29]([O:34]CC)([O:31]CC)=[O:30])([F:28])[F:27])=[CH:16][C:15]=3[CH3:37])=[CH:7][C:6]=2[C:5]2[CH:38]=[CH:39][C:40]([CH2:42][CH2:43][C:44]([O:46]CC)=[O:45])=[CH:41][C:4]=2[N:3]=1.C[Si](Br)(C)C.[OH-].[Na+]. Product: [NH2:1][C:2]1[C:11]2[N:10]=[CH:9][C:8]([CH2:12][CH2:13][C:14]3[CH:19]=[CH:18][C:17]([O:20][CH2:21][CH2:22][O:23][CH2:24][CH2:25][C:26]([F:27])([F:28])[P:29]([OH:34])([OH:31])=[O:30])=[CH:16][C:15]=3[CH3:37])=[CH:7][C:6]=2[C:5]2[CH:38]=[CH:39][C:40]([CH2:42][CH2:43][C:44]([OH:46])=[O:45])=[CH:41][C:4]=2[N:3]=1. The catalyst class is: 2. (10) Reactant: Cl[C:2]1[CH:7]=[CH:6][N+:5]([O-:8])=[CH:4][C:3]=1[CH3:9].[OH-].[Na+].[CH2:12]([SH:15])[CH2:13][CH3:14]. Product: [CH2:12]([S:15][C:2]1[CH:7]=[CH:6][N+:5]([O-:8])=[CH:4][C:3]=1[CH3:9])[CH2:13][CH3:14]. The catalyst class is: 8.